Dataset: Catalyst prediction with 721,799 reactions and 888 catalyst types from USPTO. Task: Predict which catalyst facilitates the given reaction. (1) Reactant: [F:1][C:2]1[CH:32]=[CH:31][C:5]([O:6][C:7]2[CH:12]=[CH:11][C:10]([S:13]([N:16]3[CH2:25][CH2:24][C:23]4[C:18](=[CH:19][CH:20]=[C:21]([OH:26])[CH:22]=4)[CH:17]3[C:27]([O:29][CH3:30])=[O:28])(=[O:15])=[O:14])=[CH:9][CH:8]=2)=[CH:4][CH:3]=1.FC1C=C[C:37]([O:38][C:39]2C=CC(S(N3CCC4C(=C[CH:36]=[C:37]([O:38][CH2:39]CCN5CCN(C)CC5)C=4)C3C(OC)=O)(=O)=O)=CC=2)=[CH:36]C=1. Product: [F:1][C:2]1[CH:3]=[CH:4][C:5]([O:6][C:7]2[CH:8]=[CH:9][C:10]([S:13]([N:16]3[CH2:25][CH2:24][C:23]4[C:18](=[CH:19][CH:20]=[C:21]([O:26][CH2:36][CH2:37][O:38][CH3:39])[CH:22]=4)[CH:17]3[C:27]([O:29][CH3:30])=[O:28])(=[O:14])=[O:15])=[CH:11][CH:12]=2)=[CH:31][CH:32]=1. The catalyst class is: 141. (2) Reactant: [C:1]1([S:7][CH2:8][CH2:9][OH:10])[CH:6]=[CH:5][CH:4]=[CH:3][CH:2]=1.C(N(CC)CC)C.[O:18]1C[CH2:21][CH2:20][CH2:19]1.C(Cl)(=O)C=C. Product: [C:19]([O:10][CH2:9][CH2:8][S:7][C:1]1[CH:6]=[CH:5][CH:4]=[CH:3][CH:2]=1)(=[O:18])[CH:20]=[CH2:21]. The catalyst class is: 21. (3) Reactant: [Cl:1][C:2]1[CH:10]=[CH:9][C:8]2[NH:7][C:6]3[CH2:11][CH2:12][N:13]([CH3:15])[CH2:14][C:5]=3[C:4]=2[CH:3]=1.N1CCC[C@H]1C(O)=O.P([O-])([O-])([O-])=O.[K+].[K+].[K+].Br[CH:33]=[C:34]([C:36]1[CH:41]=[CH:40][C:39]([F:42])=[CH:38][C:37]=1[F:43])[CH3:35]. The catalyst class is: 122. Product: [Cl:1][C:2]1[CH:10]=[CH:9][C:8]2[N:7](/[CH:33]=[C:34](/[C:36]3[CH:41]=[CH:40][C:39]([F:42])=[CH:38][C:37]=3[F:43])\[CH3:35])[C:6]3[CH2:11][CH2:12][N:13]([CH3:15])[CH2:14][C:5]=3[C:4]=2[CH:3]=1. (4) Reactant: [Cl:1][C:2]1[C:7]([CH3:8])=[C:6]([B:9]2[O:13][C:12]([CH3:15])([CH3:14])[C:11]([CH3:17])([CH3:16])[O:10]2)[CH:5]=[CH:4][C:3]=1[OH:18].[CH3:19][N:20]1[CH2:25][CH2:24][N:23]([CH2:26][CH2:27]O)[CH2:22][CH2:21]1.C1C=CC(P(C2C=CC=CC=2)C2C=CC=CC=2)=CC=1.N(C(OCC)=O)=NC(OCC)=O. Product: [Cl:1][C:2]1[C:7]([CH3:8])=[C:6]([B:9]2[O:13][C:12]([CH3:14])([CH3:15])[C:11]([CH3:17])([CH3:16])[O:10]2)[CH:5]=[CH:4][C:3]=1[O:18][CH2:27][CH2:26][N:23]1[CH2:24][CH2:25][N:20]([CH3:19])[CH2:21][CH2:22]1. The catalyst class is: 11.